Dataset: Forward reaction prediction with 1.9M reactions from USPTO patents (1976-2016). Task: Predict the product of the given reaction. Given the reactants [CH3:1][O:2][C@H:3]1[CH2:20][C@@:18]2([CH3:19])[C@@H:14]([CH2:15][CH2:16][C:17]2=NNS(C2C=CC(C)=CC=2)(=O)=O)[C@H:13]2[C@H:4]1[C:5]1[CH:6]=[CH:7][C:8]([OH:33])=[CH:9][C:10]=1[CH2:11][CH2:12]2.O1CCCC1.C([Li])CCC.[Cl-].[NH4+], predict the reaction product. The product is: [CH3:1][O:2][C@H:3]1[CH2:20][C@@:18]2([CH3:19])[C@@H:14]([CH2:15][CH:16]=[CH:17]2)[C@H:13]2[C@H:4]1[C:5]1[CH:6]=[CH:7][C:8]([OH:33])=[CH:9][C:10]=1[CH2:11][CH2:12]2.